Dataset: Reaction yield outcomes from USPTO patents with 853,638 reactions. Task: Predict the reaction yield, written as a fraction of the theoretical maximum amount of product (1.0 means a 100% yield; for example, 0.34 means a 34% yield). The reactants are [CH3:1][CH:2]([CH3:57])[C@H:3]([NH:52][C:53](=[O:56])[O:54][CH3:55])[C:4]([N:6]1[CH2:10][CH2:9][CH2:8][C@H:7]1[C:11]1[NH:12][CH:13]=[C:14]([C:16]2[CH:21]=[CH:20][C:19]([C:22]3[CH:27]=[CH:26][C:25]([C:28]4[N:29]=[C:30]([CH:33]5[CH2:40][C:36]6([CH2:39][NH:38][CH2:37]6)[CH2:35][N:34]5[C:41](=[O:51])[C@@H:42]([NH:46][C:47]([O:49][CH3:50])=[O:48])[CH:43]([CH3:45])[CH3:44])[NH:31][CH:32]=4)=[CH:24][CH:23]=3)=[CH:18][CH:17]=2)[N:15]=1)=[O:5].C(N(CC)CC)C.[CH3:65][S:66](Cl)(=[O:68])=[O:67].C(=O)([O-])[O-].[K+].[K+]. The catalyst is C(Cl)Cl. The product is [CH3:1][CH:2]([CH3:57])[C@H:3]([NH:52][C:53](=[O:56])[O:54][CH3:55])[C:4]([N:6]1[CH2:10][CH2:9][CH2:8][C@H:7]1[C:11]1[NH:12][CH:13]=[C:14]([C:16]2[CH:21]=[CH:20][C:19]([C:22]3[CH:23]=[CH:24][C:25]([C:28]4[N:29]=[C:30]([CH:33]5[CH2:40][C:36]6([CH2:37][N:38]([S:66]([CH3:65])(=[O:68])=[O:67])[CH2:39]6)[CH2:35][N:34]5[C:41](=[O:51])[C@@H:42]([NH:46][C:47]([O:49][CH3:50])=[O:48])[CH:43]([CH3:44])[CH3:45])[NH:31][CH:32]=4)=[CH:26][CH:27]=3)=[CH:18][CH:17]=2)[N:15]=1)=[O:5]. The yield is 0.860.